From a dataset of Reaction yield outcomes from USPTO patents with 853,638 reactions. Predict the reaction yield, written as a fraction of the theoretical maximum amount of product (1.0 means a 100% yield; for example, 0.34 means a 34% yield). (1) The reactants are [CH2:1]([O:3][C:4](=[O:13])[C:5]1[CH:10]=[CH:9][C:8]([NH:11][NH2:12])=[CH:7][CH:6]=1)[CH3:2].[CH3:14][CH:15]([CH3:21])[C:16](=O)[CH2:17][C:18]#[N:19]. No catalyst specified. The product is [NH2:19][C:18]1[N:11]([C:8]2[CH:9]=[CH:10][C:5]([C:4]([O:3][CH2:1][CH3:2])=[O:13])=[CH:6][CH:7]=2)[N:12]=[C:16]([CH:15]([CH3:21])[CH3:14])[CH:17]=1. The yield is 0.880. (2) The reactants are [CH2:1]([O:3][C:4]([C:6]1[CH:7]=[C:8]([C:15](=[O:20])C(Cl)(Cl)Cl)[N:9]2[CH2:14][CH2:13][O:12][CH2:11][C:10]=12)=[O:5])[CH3:2].[NH:21]1[CH2:25][CH2:24][CH2:23][CH2:22]1. The catalyst is O1CCCC1. The product is [CH2:1]([O:3][C:4]([C:6]1[CH:7]=[C:8]([C:15]([N:21]2[CH2:25][CH2:24][CH2:23][CH2:22]2)=[O:20])[N:9]2[CH2:14][CH2:13][O:12][CH2:11][C:10]=12)=[O:5])[CH3:2]. The yield is 0.920.